This data is from Reaction yield outcomes from USPTO patents with 853,638 reactions. The task is: Predict the reaction yield, written as a fraction of the theoretical maximum amount of product (1.0 means a 100% yield; for example, 0.34 means a 34% yield). (1) The reactants are [OH:1][C:2]1[C:3]([C:8]([OH:10])=[O:9])=[N:4][CH:5]=[CH:6][CH:7]=1.S(=O)(=O)(O)O.[CH2:16](O)[CH3:17]. The catalyst is C1C=CC=CC=1. The product is [OH:1][C:2]1[C:3]([C:8]([O:10][CH2:16][CH3:17])=[O:9])=[N:4][CH:5]=[CH:6][CH:7]=1. The yield is 0.580. (2) The reactants are OC1C(C(=O)C)=CSC=1C1C=CC2CCCCC=2C=1.[O:20]1[C:24]2[CH:25]=[CH:26][C:27]([C:29]3[S:33][CH:32]=[C:31]([C:34](=[O:36])[CH3:35])[C:30]=3[O:37]C)=[CH:28][C:23]=2[CH2:22][CH2:21]1. No catalyst specified. The product is [O:20]1[C:24]2[CH:25]=[CH:26][C:27]([C:29]3[S:33][CH:32]=[C:31]([C:34](=[O:36])[CH3:35])[C:30]=3[OH:37])=[CH:28][C:23]=2[CH2:22][CH2:21]1. The yield is 0.530.